Predict which catalyst facilitates the given reaction. From a dataset of Catalyst prediction with 721,799 reactions and 888 catalyst types from USPTO. (1) Reactant: [C:1]1([OH:11])[C:10]2[C:5](=[CH:6][CH:7]=[CH:8][CH:9]=2)[CH:4]=[CH:3][CH:2]=1.[Br:12][C:13]([F:19])([F:18])[C:14]([F:17])([F:16])Br.[OH-].[K+]. Product: [Br:12][C:13]([F:19])([F:18])[C:14]([F:17])([F:16])[O:11][C:1]1[C:10]2[C:5](=[CH:6][CH:7]=[CH:8][CH:9]=2)[CH:4]=[CH:3][CH:2]=1. The catalyst class is: 60. (2) Reactant: [OH:1][C:2]1[CH:3]=[C:4]([CH:14]=[C:15]([O:17][C@@H:18]([CH3:22])[CH2:19][O:20][CH3:21])[CH:16]=1)[C:5]([NH:7][C:8]1[CH:12]=[CH:11][N:10]([CH3:13])[N:9]=1)=[O:6].[CH3:23][O:24][C:25](=[O:34])[C:26]1[CH:31]=[CH:30][C:29](F)=[C:28]([Cl:33])[CH:27]=1.C(=O)([O-])[O-].[K+].[K+]. Product: [Cl:33][C:28]1[CH:27]=[C:26]([CH:31]=[CH:30][C:29]=1[O:1][C:2]1[CH:3]=[C:4]([C:5]([NH:7][C:8]2[CH:12]=[CH:11][N:10]([CH3:13])[N:9]=2)=[O:6])[CH:14]=[C:15]([O:17][C@@H:18]([CH3:22])[CH2:19][O:20][CH3:21])[CH:16]=1)[C:25]([O:24][CH3:23])=[O:34]. The catalyst class is: 10. (3) Reactant: [Cl:1][C:2]1[CH:3]=[CH:4][C:5]([F:15])=[C:6]([C:8]2[O:12][N:11]=[C:10]([CH:13]=[O:14])[CH:9]=2)[CH:7]=1.[CH3:16][Mg]I. Product: [Cl:1][C:2]1[CH:3]=[CH:4][C:5]([F:15])=[C:6]([C:8]2[O:12][N:11]=[C:10]([CH:13]([OH:14])[CH3:16])[CH:9]=2)[CH:7]=1. The catalyst class is: 7. (4) Reactant: C(Cl)Cl.C(O)(=O)C.[C:8]([C:11]1[CH:16]=[CH:15][C:14]([C:17]2[C:18]([CH3:32])=[CH:19][C:20]([O:23][CH2:24][C:25]([CH3:31])([CH3:30])[C:26]([O:28]C)=[O:27])=[N:21][CH:22]=2)=[CH:13][C:12]=1[F:33])(=[NH:10])[NH2:9].Br[CH2:35][C:36]([C:38]1([C:41]([F:44])([F:43])[F:42])[CH2:40][CH2:39]1)=O.C(=O)([O-])[O-].[K+].[K+]. Product: [F:33][C:12]1[CH:13]=[C:14]([C:17]2[C:18]([CH3:32])=[CH:19][C:20]([O:23][CH2:24][C:25]([CH3:30])([CH3:31])[C:26]([OH:28])=[O:27])=[N:21][CH:22]=2)[CH:15]=[CH:16][C:11]=1[C:8]1[NH:10][C:36]([C:38]2([C:41]([F:44])([F:43])[F:42])[CH2:40][CH2:39]2)=[CH:35][N:9]=1. The catalyst class is: 170. (5) Reactant: [Br:1][C:2]1[CH:15]=[CH:14][C:13]2[O:12][C:11]3[C:6](=[CH:7][C:8]([O:16]C)=[CH:9][CH:10]=3)[C@@:5]3([N:22]=[C:21]([NH2:23])[CH2:20][O:19][CH2:18]3)[C:4]=2[CH:3]=1.B(Br)(Br)Br. Product: [NH2:23][C:21]1[CH2:20][O:19][CH2:18][C@@:5]2([C:4]3[CH:3]=[C:2]([Br:1])[CH:15]=[CH:14][C:13]=3[O:12][C:11]3[C:6]2=[CH:7][C:8]([OH:16])=[CH:9][CH:10]=3)[N:22]=1. The catalyst class is: 2. (6) Reactant: [Br:1][C:2]1[CH:7]=[CH:6][C:5]([OH:8])=[C:4]([CH:9]2[CH2:14][CH2:13][CH2:12][CH:11]=[CH:10]2)[CH:3]=1.C1C=C(Cl)C=C(C(OO)=[O:23])C=1. Product: [Br:1][C:2]1[CH:7]=[CH:6][C:5]2[O:8][C:10]3[CH:11]([OH:23])[CH2:12][CH2:13][CH2:14][C:9]=3[C:4]=2[CH:3]=1. The catalyst class is: 48.